From a dataset of Full USPTO retrosynthesis dataset with 1.9M reactions from patents (1976-2016). Predict the reactants needed to synthesize the given product. Given the product [F:17][C:18]1[CH:19]=[C:20]([C:24]2[C:32]3[C:31](=[O:33])[NH:30][C:29]([C:34]([NH:98][CH2:97][C:93]4[CH:94]=[CH:95][CH:96]=[C:91]([O:90][CH2:89][CH2:88][O:87][C:84]5[N:85]=[CH:86][NH:82][N:83]=5)[CH:92]=4)=[O:36])=[N:28][C:27]=3[S:26][CH:25]=2)[CH:21]=[CH:22][CH:23]=1, predict the reactants needed to synthesize it. The reactants are: O=C1C2C(=CC=CC=2)N=C(C(OCC)=O)N1.[F:17][C:18]1[CH:19]=[C:20]([C:24]2[C:32]3[C:31](=[O:33])[NH:30][C:29]([C:34]([O:36]CC)=O)=[N:28][C:27]=3[S:26][CH:25]=2)[CH:21]=[CH:22][CH:23]=1.C1(C(C2C=CC=CC=2)(C2C=CC=CC=2)N2C=NC(CCCOC3C=C(CN)C=CN=3)=N2)C=CC=CC=1.C1(C(C2C=CC=CC=2)(C2C=CC=CC=2)[N:82]2[CH:86]=[N:85][C:84]([O:87][CH2:88][CH2:89][O:90][C:91]3[CH:92]=[C:93]([CH2:97][NH2:98])[CH:94]=[CH:95][CH:96]=3)=[N:83]2)C=CC=CC=1.